From a dataset of Full USPTO retrosynthesis dataset with 1.9M reactions from patents (1976-2016). Predict the reactants needed to synthesize the given product. (1) Given the product [C:1]([O:5][C:6]([N:8]1[CH2:17][C:16]2[N:12]([C:13]([CH:18]3[CH2:19][CH2:20][C:21]([OH:24])([C:31]4[CH:32]=[CH:33][CH:34]=[CH:35][C:30]=4[CH3:38])[CH2:22][CH2:23]3)=[N:14][N:15]=2)[C:11]2[CH:25]=[CH:26][C:27]([Cl:29])=[CH:28][C:10]=2[CH2:9]1)=[O:7])([CH3:4])([CH3:2])[CH3:3], predict the reactants needed to synthesize it. The reactants are: [C:1]([O:5][C:6]([N:8]1[CH2:17][C:16]2[N:12]([C:13]([CH:18]3[CH2:23][CH2:22][C:21](=[O:24])[CH2:20][CH2:19]3)=[N:14][N:15]=2)[C:11]2[CH:25]=[CH:26][C:27]([Cl:29])=[CH:28][C:10]=2[CH2:9]1)=[O:7])([CH3:4])([CH3:3])[CH3:2].[C:30]1([CH3:38])[CH:35]=[CH:34][CH:33]=[CH:32][C:31]=1[Mg]Cl. (2) Given the product [CH2:37]([O:39][C:40]([C:42]1[N:43]([CH2:49][CH2:50][CH2:51][O:52][CH3:53])[C:44]([CH:47]=[CH:5][C:4]2[CH:25]=[CH:26][CH:27]=[CH:28][C:3]=2[Cl:2])=[CH:45][CH:46]=1)=[O:41])[CH3:38], predict the reactants needed to synthesize it. The reactants are: [Cl-].[Cl:2][C:3]1[CH:28]=[CH:27][CH:26]=[CH:25][C:4]=1[CH2:5][P+](C1C=CC=CC=1)(C1C=CC=CC=1)C1C=CC=CC=1.C([N-]C(C)C)(C)C.[Li+].[CH2:37]([O:39][C:40]([C:42]1[N:43]([CH2:49][CH2:50][CH2:51][O:52][CH3:53])[C:44]([CH:47]=O)=[CH:45][CH:46]=1)=[O:41])[CH3:38]. (3) Given the product [CH2:3]([O:10][C:12]1[CH:13]=[N:14][C:15]2[C:20]([C:21]=1[CH2:22][CH2:23][C:24]13[CH2:29][CH2:28][C:27]([NH:32][C:33](=[O:39])[O:34][C:35]([CH3:38])([CH3:36])[CH3:37])([CH2:30][CH2:31]1)[CH2:26][O:25]3)=[N:19][C:18]([O:40][CH3:41])=[CH:17][CH:16]=2)[C:4]1[CH:9]=[CH:8][CH:7]=[CH:6][CH:5]=1, predict the reactants needed to synthesize it. The reactants are: [H-].[Na+].[CH2:3]([OH:10])[C:4]1[CH:9]=[CH:8][CH:7]=[CH:6][CH:5]=1.F[C:12]1[CH:13]=[N:14][C:15]2[C:20]([C:21]=1[CH2:22][CH2:23][C:24]13[CH2:31][CH2:30][C:27]([NH:32][C:33](=[O:39])[O:34][C:35]([CH3:38])([CH3:37])[CH3:36])([CH2:28][CH2:29]1)[CH2:26][O:25]3)=[N:19][C:18]([O:40][CH3:41])=[CH:17][CH:16]=2. (4) The reactants are: [OH:1][C:2]1[CH:11]=[C:10]2[C:5]([C:6]([O:12][C:13]3[CH:14]=[C:15]4[C:19](=[CH:20][CH:21]=3)[NH:18][C:17]([CH3:22])=[CH:16]4)=[N:7][CH:8]=[N:9]2)=[CH:4][C:3]=1[O:23][CH3:24].[O:25]=[S:26]1(=[O:36])[CH2:31][CH2:30][N:29]([CH2:32][CH2:33][CH2:34]O)[CH2:28][CH2:27]1. Given the product [O:36]=[S:26]1(=[O:25])[CH2:31][CH2:30][N:29]([CH2:32][CH2:33][CH2:34][O:1][C:2]2[CH:11]=[C:10]3[C:5]([C:6]([O:12][C:13]4[CH:14]=[C:15]5[C:19](=[CH:20][CH:21]=4)[NH:18][C:17]([CH3:22])=[CH:16]5)=[N:7][CH:8]=[N:9]3)=[CH:4][C:3]=2[O:23][CH3:24])[CH2:28][CH2:27]1, predict the reactants needed to synthesize it. (5) Given the product [CH2:15]([N:12]1[CH2:13][CH2:14][C:9]([CH:5]([NH:6][CH:7]=[O:8])[C:4]([O:3][CH2:1][CH3:2])=[O:22])([S:23][CH2:24][CH2:25][OH:26])[CH2:10][CH2:11]1)[C:16]1[CH:21]=[CH:20][CH:19]=[CH:18][CH:17]=1, predict the reactants needed to synthesize it. The reactants are: [CH2:1]([O:3][C:4](=[O:22])[C:5](=[C:9]1[CH2:14][CH2:13][N:12]([CH2:15][C:16]2[CH:21]=[CH:20][CH:19]=[CH:18][CH:17]=2)[CH2:11][CH2:10]1)[NH:6][CH:7]=[O:8])[CH3:2].[SH:23][CH2:24][CH2:25][OH:26].C[O-].[Na+]. (6) Given the product [CH3:26][CH:25]([N:24]1[C:20]([C:18]([NH:17][C:4]2[C:5]3[C:9]([CH:10]=[C:2]([B:36]4[O:37][C:38]([CH3:41])([CH3:40])[CH2:39][C:34]([CH3:52])([CH3:33])[O:35]4)[CH:3]=2)=[N:8][N:7]([CH:11]2[CH2:16][CH2:15][CH2:14][CH2:13][O:12]2)[CH:6]=3)=[O:19])=[CH:21][CH:22]=[N:23]1)[CH3:27], predict the reactants needed to synthesize it. The reactants are: Br[C:2]1[CH:3]=[C:4]([NH:17][C:18]([C:20]2[N:24]([CH:25]([CH3:27])[CH3:26])[N:23]=[CH:22][CH:21]=2)=[O:19])[C:5]2[C:9]([CH:10]=1)=[N:8][N:7]([CH:11]1[CH2:16][CH2:15][CH2:14][CH2:13][O:12]1)[CH:6]=2.C([O-])(=O)C.[K+].[CH3:33][C:34]1([CH3:52])[CH2:39][C:38]([CH3:41])([CH3:40])[O:37][B:36]([B:36]2[O:37][C:38]([CH3:41])([CH3:40])[CH2:39][C:34]([CH3:52])([CH3:33])[O:35]2)[O:35]1.